From a dataset of Catalyst prediction with 721,799 reactions and 888 catalyst types from USPTO. Predict which catalyst facilitates the given reaction. (1) Reactant: [Br:1][C:2]1[CH:3]=[C:4]([NH2:9])[C:5]([CH3:8])=[N:6][CH:7]=1.[C:10](OC(=O)C)(=[O:12])[CH3:11]. Product: [Br:1][C:2]1[CH:3]=[C:4]([NH:9][C:10](=[O:12])[CH3:11])[C:5]([CH3:8])=[N:6][CH:7]=1. The catalyst class is: 15. (2) Reactant: [OH:1][CH:2]([CH:7]([CH3:9])[CH3:8])[C:3](=[CH2:6])[C:4]#[N:5].N1C=CC=CC=1.[C:16](Cl)(=[O:18])[CH3:17].Cl. Product: [C:4]([C:3](=[CH2:6])[CH:2]([O:1][C:16](=[O:18])[CH3:17])[CH:7]([CH3:9])[CH3:8])#[N:5]. The catalyst class is: 232. (3) Reactant: [CH2:1]([Mg]Cl)[CH2:2][CH3:3].O(CCN(C)C)CCN(C)C.[Cl:17][C:18]1[CH:26]=[CH:25][C:21]([C:22](Cl)=[O:23])=[CH:20][N:19]=1.O. Product: [Cl:17][C:18]1[N:19]=[CH:20][C:21]([C:22](=[O:23])[CH2:1][CH2:2][CH3:3])=[CH:25][CH:26]=1. The catalyst class is: 1. (4) Reactant: [CH:1]1([C:4]2[CH:10]=[CH:9][CH:8]=[CH:7][C:5]=2[NH2:6])[CH2:3][CH2:2]1.[C:11]([N:19]=[C:20]=[S:21])(=[O:18])[C:12]1[CH:17]=[CH:16][CH:15]=[CH:14][CH:13]=1. The catalyst class is: 21. Product: [CH:1]1([C:4]2[CH:10]=[CH:9][CH:8]=[CH:7][C:5]=2[NH:6][C:20]([NH:19][C:11](=[O:18])[C:12]2[CH:13]=[CH:14][CH:15]=[CH:16][CH:17]=2)=[S:21])[CH2:3][CH2:2]1. (5) Reactant: [CH3:1][O:2][C:3]1[CH:21]=[C:20]([CH:22]=[C:23]2[S:27][C:26](=[S:28])[NH:25][C:24]2=[O:29])[CH:19]=[CH:18][C:4]=1[O:5][C:6]1[CH:13]=[CH:12][C:9]([C:10]#[N:11])=[CH:8][C:7]=1[C:14]([F:17])([F:16])[F:15].[CH3:30]I.[Al]. Product: [CH3:1][O:2][C:3]1[CH:21]=[C:20]([CH:22]=[C:23]2[S:27][C:26]([S:28][CH3:30])=[N:25][C:24]2=[O:29])[CH:19]=[CH:18][C:4]=1[O:5][C:6]1[CH:13]=[CH:12][C:9]([C:10]#[N:11])=[CH:8][C:7]=1[C:14]([F:17])([F:16])[F:15]. The catalyst class is: 3. (6) Reactant: [F:1][C:2]([F:14])([F:13])[O:3][C:4]1[CH:9]=[CH:8][C:7](B(O)O)=[CH:6][CH:5]=1.[N:15]12[CH2:22][CH2:21][CH:18]([CH2:19][CH2:20]1)[C@@H:17]([NH:23][C:24]([C:26]1[O:27][C:28]3[C:34](Br)=[CH:33][C:32]([F:36])=[CH:31][C:29]=3[CH:30]=1)=[O:25])[CH2:16]2.[OH-].[Na+]. Product: [N:15]12[CH2:20][CH2:19][CH:18]([CH2:21][CH2:22]1)[C@@H:17]([NH:23][C:24]([C:26]1[O:27][C:28]3[C:34]([C:7]4[CH:8]=[CH:9][C:4]([O:3][C:2]([F:14])([F:13])[F:1])=[CH:5][CH:6]=4)=[CH:33][C:32]([F:36])=[CH:31][C:29]=3[CH:30]=1)=[O:25])[CH2:16]2. The catalyst class is: 3. (7) Reactant: [F:1][C:2]1[CH:7]=[CH:6][C:5]([C:8]2[C:12]([CH:13]=O)=[C:11]([CH3:15])[O:10][N:9]=2)=[CH:4][CH:3]=1.Cl.[CH3:17][O:18][C:19]([C:21]1[N:22]([CH3:27])[N:23]=[C:24]([NH2:26])[CH:25]=1)=[O:20].C(=O)([O-])[O-].[K+].[K+].[BH4-].[Na+]. Product: [CH3:17][O:18][C:19]([C:21]1[N:22]([CH3:27])[N:23]=[C:24]([NH:26][CH2:13][C:12]2[C:8]([C:5]3[CH:6]=[CH:7][C:2]([F:1])=[CH:3][CH:4]=3)=[N:9][O:10][C:11]=2[CH3:15])[CH:25]=1)=[O:20]. The catalyst class is: 240. (8) Reactant: C(OC(=O)[NH:7][C:8]1[CH:13]=[C:12]([N:14]([CH3:16])[CH3:15])[C:11]([F:17])=[CH:10][C:9]=1[NH:18][C:19](=[O:42])[CH2:20][C:21](=O)[C:22]1[CH:27]=[CH:26][CH:25]=[C:24]([C:28]2[O:32][N:31]=[C:30]([CH2:33][O:34]C3CCCCO3)[CH:29]=2)[CH:23]=1)(C)(C)C.C(O)(C(F)(F)F)=O. Product: [CH3:15][N:14]([CH3:16])[C:12]1[C:11]([F:17])=[CH:10][C:9]2[NH:18][C:19](=[O:42])[CH2:20][C:21]([C:22]3[CH:27]=[CH:26][CH:25]=[C:24]([C:28]4[O:32][N:31]=[C:30]([CH2:33][OH:34])[CH:29]=4)[CH:23]=3)=[N:7][C:8]=2[CH:13]=1. The catalyst class is: 2.